Predict the product of the given reaction. From a dataset of Forward reaction prediction with 1.9M reactions from USPTO patents (1976-2016). (1) Given the reactants C(Cl)(=O)C(Cl)=O.CS(C)=O.[I:11][C:12]1[C:16]([CH2:17][OH:18])=[CH:15][N:14]([CH:19]2[CH2:24][CH2:23][CH2:22][CH2:21][O:20]2)[N:13]=1, predict the reaction product. The product is: [I:11][C:12]1[C:16]([CH:17]=[O:18])=[CH:15][N:14]([CH:19]2[CH2:24][CH2:23][CH2:22][CH2:21][O:20]2)[N:13]=1. (2) Given the reactants ClC1C=C(C=CC=1)C(OO)=O.[NH:12]([C:19]1[C:24]([C:25]([NH2:27])=[O:26])=[CH:23][N:22]=[C:21](SC)[N:20]=1)[C:13]1[CH:18]=[CH:17][CH:16]=[CH:15][CH:14]=1.C(N(C(C)C)CC)(C)C.[C:39]1([C:45]2[CH:49]=[C:48]([CH2:50][N:51]3[CH2:56][CH2:55][CH:54]([CH2:57][NH2:58])[CH2:53][CH2:52]3)[O:47][N:46]=2)[CH:44]=[CH:43][CH:42]=[CH:41][CH:40]=1, predict the reaction product. The product is: [NH:12]([C:19]1[C:24]([C:25]([NH2:27])=[O:26])=[CH:23][N:22]=[C:21]([NH:58][CH2:57][CH:54]2[CH2:53][CH2:52][N:51]([CH2:50][C:48]3[O:47][N:46]=[C:45]([C:39]4[CH:44]=[CH:43][CH:42]=[CH:41][CH:40]=4)[CH:49]=3)[CH2:56][CH2:55]2)[N:20]=1)[C:13]1[CH:18]=[CH:17][CH:16]=[CH:15][CH:14]=1. (3) Given the reactants [C:1]([C:4]1[CH:5]=[C:6]([CH:11]=[CH:12][CH:13]=1)[C:7]([O:9][CH3:10])=[O:8])(=[O:3])[CH3:2].C[Si]([N-][Si](C)(C)C)(C)C.[Li+].[Cl:24][C:25]1[CH:32]=[CH:31][C:28]([CH:29]=[O:30])=[C:27]([F:33])[N:26]=1.[NH4+].[Cl-], predict the reaction product. The product is: [Cl:24][C:25]1[N:26]=[C:27]([F:33])[C:28]([CH:29]([OH:30])[CH2:2][C:1]([C:4]2[CH:5]=[C:6]([CH:11]=[CH:12][CH:13]=2)[C:7]([O:9][CH3:10])=[O:8])=[O:3])=[CH:31][CH:32]=1. (4) Given the reactants [CH:1]([N:4]1[C:12]2[C:7](=[CH:8][CH:9]=[C:10]([N+:13]([O-])=O)[CH:11]=2)[C:6]([C:16](=[O:28])[C:17]([NH:19][CH2:20][CH2:21][N:22]2[CH2:27][CH2:26][CH2:25][CH2:24][CH2:23]2)=[O:18])=[CH:5]1)([CH3:3])[CH3:2].O.O.[Cl:31][Sn]Cl.C([O-])(O)=O.[Na+], predict the reaction product. The product is: [ClH:31].[NH2:13][C:10]1[CH:11]=[C:12]2[C:7]([C:6]([C:16](=[O:28])[C:17]([NH:19][CH2:20][CH2:21][N:22]3[CH2:23][CH2:24][CH2:25][CH2:26][CH2:27]3)=[O:18])=[CH:5][N:4]2[CH:1]([CH3:3])[CH3:2])=[CH:8][CH:9]=1. (5) Given the reactants [CH3:1][C:2]1([C:7]2[O:11][C:10]([CH2:12][N:13]3[CH:17]=[CH:16][C:15]([NH2:18])=[N:14]3)=[CH:9][CH:8]=2)[O:6]CCO1.[CH3:19][C:20]1[O:21][C:22]([C:28]2[CH:33]=[CH:32][CH:31]=[CH:30][C:29]=2[CH3:34])=[C:23]([C:25](O)=[O:26])[N:24]=1, predict the reaction product. The product is: [C:2]([C:7]1[O:11][C:10]([CH2:12][N:13]2[CH:17]=[CH:16][C:15]([NH:18][C:25]([C:23]3[N:24]=[C:20]([CH3:19])[O:21][C:22]=3[C:28]3[CH:33]=[CH:32][CH:31]=[CH:30][C:29]=3[CH3:34])=[O:26])=[N:14]2)=[CH:9][CH:8]=1)(=[O:6])[CH3:1]. (6) Given the reactants C([O:8][C:9]1[CH:14]=[CH:13][C:12]([N:15]([CH3:57])[C:16]([C:18]2[CH:22]=[C:21]([C:23]3[CH:24]=[C:25]4[C:30](=[CH:31][C:32]=3[C:33]([N:35]3[C@H:44]([CH3:45])[CH2:43][C:42]5[C:37](=[CH:38][CH:39]=[CH:40][CH:41]=5)[CH2:36]3)=[O:34])[CH2:29][N:28]([C:46](=[O:54])[CH2:47][N:48]3[CH2:53][CH2:52][CH2:51][CH2:50][CH2:49]3)[CH2:27][CH2:26]4)[N:20]([CH3:55])[C:19]=2[CH3:56])=[O:17])=[CH:11][CH:10]=1)C1C=CC=CC=1, predict the reaction product. The product is: [OH:8][C:9]1[CH:10]=[CH:11][C:12]([N:15]([CH3:57])[C:16]([C:18]2[CH:22]=[C:21]([C:23]3[CH:24]=[C:25]4[C:30](=[CH:31][C:32]=3[C:33]([N:35]3[C@H:44]([CH3:45])[CH2:43][C:42]5[C:37](=[CH:38][CH:39]=[CH:40][CH:41]=5)[CH2:36]3)=[O:34])[CH2:29][N:28]([C:46](=[O:54])[CH2:47][N:48]3[CH2:49][CH2:50][CH2:51][CH2:52][CH2:53]3)[CH2:27][CH2:26]4)[N:20]([CH3:55])[C:19]=2[CH3:56])=[O:17])=[CH:13][CH:14]=1. (7) Given the reactants [F:1][C:2]1[CH:3]=[N:4][C:5]([NH:11][CH2:12][CH2:13][C:14]([F:17])([F:16])[F:15])=[C:6]([CH:10]=1)[C:7]([OH:9])=O.Cl.CN(C)CCCN=C=NCC.ON1C2C=CC=CC=2N=N1.C(N(CC)C(C)C)(C)C.CCN(C(C)C)C(C)C.[CH3:58][C:59]([NH2:63])([C:61]#[CH:62])[CH3:60], predict the reaction product. The product is: [F:1][C:2]1[CH:3]=[N:4][C:5]([NH:11][CH2:12][CH2:13][C:14]([F:17])([F:16])[F:15])=[C:6]([CH:10]=1)[C:7]([NH:63][C:59]([CH3:60])([C:61]#[CH:62])[CH3:58])=[O:9].